Dataset: Full USPTO retrosynthesis dataset with 1.9M reactions from patents (1976-2016). Task: Predict the reactants needed to synthesize the given product. Given the product [CH2:1]([O:3][P:4]([CH2:9][CH2:10][NH:11][C:12]([O:14][CH2:15][C:16]1[CH:21]=[CH:20][CH:19]=[CH:18][CH:17]=1)=[O:13])(=[O:5])[OH:8])[CH3:2], predict the reactants needed to synthesize it. The reactants are: [CH2:1]([O:3][P:4]([CH2:9][CH2:10][NH:11][C:12]([O:14][CH2:15][C:16]1[CH:21]=[CH:20][CH:19]=[CH:18][CH:17]=1)=[O:13])(=[O:8])[O:5]CC)[CH3:2].[Na+].[I-].